Dataset: NCI-60 drug combinations with 297,098 pairs across 59 cell lines. Task: Regression. Given two drug SMILES strings and cell line genomic features, predict the synergy score measuring deviation from expected non-interaction effect. (1) Drug 1: C1=CC=C(C(=C1)C(C2=CC=C(C=C2)Cl)C(Cl)Cl)Cl. Drug 2: CC12CCC3C(C1CCC2O)C(CC4=C3C=CC(=C4)O)CCCCCCCCCS(=O)CCCC(C(F)(F)F)(F)F. Cell line: HOP-92. Synergy scores: CSS=3.49, Synergy_ZIP=0.335, Synergy_Bliss=3.18, Synergy_Loewe=1.21, Synergy_HSA=1.92. (2) Drug 1: CC1=C(C(CCC1)(C)C)C=CC(=CC=CC(=CC(=O)O)C)C. Drug 2: CC1CCC2CC(C(=CC=CC=CC(CC(C(=O)C(C(C(=CC(C(=O)CC(OC(=O)C3CCCCN3C(=O)C(=O)C1(O2)O)C(C)CC4CCC(C(C4)OC)O)C)C)O)OC)C)C)C)OC. Cell line: SK-MEL-28. Synergy scores: CSS=16.5, Synergy_ZIP=-2.45, Synergy_Bliss=3.09, Synergy_Loewe=-1.59, Synergy_HSA=2.55. (3) Drug 1: CC1=C2C(C(=O)C3(C(CC4C(C3C(C(C2(C)C)(CC1OC(=O)C(C(C5=CC=CC=C5)NC(=O)C6=CC=CC=C6)O)O)OC(=O)C7=CC=CC=C7)(CO4)OC(=O)C)O)C)OC(=O)C. Drug 2: CC1(CCCN1)C2=NC3=C(C=CC=C3N2)C(=O)N. Cell line: T-47D. Synergy scores: CSS=34.2, Synergy_ZIP=6.08, Synergy_Bliss=4.99, Synergy_Loewe=-23.6, Synergy_HSA=3.41. (4) Drug 1: CC12CCC(CC1=CCC3C2CCC4(C3CC=C4C5=CN=CC=C5)C)O. Drug 2: C1=CC(=CC=C1C#N)C(C2=CC=C(C=C2)C#N)N3C=NC=N3. Cell line: CCRF-CEM. Synergy scores: CSS=9.00, Synergy_ZIP=-2.23, Synergy_Bliss=-3.70, Synergy_Loewe=-6.29, Synergy_HSA=-4.27. (5) Drug 1: CCCCCOC(=O)NC1=NC(=O)N(C=C1F)C2C(C(C(O2)C)O)O. Drug 2: C1CCC(C(C1)N)N.C(=O)(C(=O)[O-])[O-].[Pt+4]. Cell line: SNB-19. Synergy scores: CSS=22.6, Synergy_ZIP=-7.93, Synergy_Bliss=-2.86, Synergy_Loewe=-28.7, Synergy_HSA=-7.32. (6) Drug 1: CS(=O)(=O)CCNCC1=CC=C(O1)C2=CC3=C(C=C2)N=CN=C3NC4=CC(=C(C=C4)OCC5=CC(=CC=C5)F)Cl. Drug 2: CN(CCCl)CCCl.Cl. Cell line: HOP-92. Synergy scores: CSS=21.5, Synergy_ZIP=0.150, Synergy_Bliss=0.673, Synergy_Loewe=-11.1, Synergy_HSA=-0.603. (7) Drug 1: C1CC(C1)(C(=O)O)C(=O)O.[NH2-].[NH2-].[Pt+2]. Drug 2: CC1=C(C(=O)C2=C(C1=O)N3CC4C(C3(C2COC(=O)N)OC)N4)N. Cell line: UACC62. Synergy scores: CSS=44.1, Synergy_ZIP=-1.28, Synergy_Bliss=1.24, Synergy_Loewe=-1.88, Synergy_HSA=4.84. (8) Drug 1: C1=CN(C=N1)CC(O)(P(=O)(O)O)P(=O)(O)O. Drug 2: C#CCC(CC1=CN=C2C(=N1)C(=NC(=N2)N)N)C3=CC=C(C=C3)C(=O)NC(CCC(=O)O)C(=O)O. Cell line: SR. Synergy scores: CSS=14.4, Synergy_ZIP=0.524, Synergy_Bliss=-5.72, Synergy_Loewe=-18.8, Synergy_HSA=-4.54.